From a dataset of NCI-60 drug combinations with 297,098 pairs across 59 cell lines. Regression. Given two drug SMILES strings and cell line genomic features, predict the synergy score measuring deviation from expected non-interaction effect. Drug 1: C(CN)CNCCSP(=O)(O)O. Drug 2: CC1C(C(CC(O1)OC2CC(CC3=C2C(=C4C(=C3O)C(=O)C5=CC=CC=C5C4=O)O)(C(=O)C)O)N)O. Cell line: HCT116. Synergy scores: CSS=36.3, Synergy_ZIP=1.88, Synergy_Bliss=1.54, Synergy_Loewe=-32.6, Synergy_HSA=2.39.